From a dataset of Forward reaction prediction with 1.9M reactions from USPTO patents (1976-2016). Predict the product of the given reaction. (1) Given the reactants Br[C:2]1[CH:7]=[CH:6][CH:5]=[C:4]([N+:8]([O-:10])=[O:9])[CH:3]=1.[N:11]1([CH2:17][CH2:18][NH2:19])[CH2:16][CH2:15][O:14][CH2:13][CH2:12]1, predict the reaction product. The product is: [N:11]1([CH2:17][CH2:18][NH:19][C:2]2[CH:7]=[CH:6][CH:5]=[C:4]([N+:8]([O-:10])=[O:9])[CH:3]=2)[CH2:16][CH2:15][O:14][CH2:13][CH2:12]1. (2) Given the reactants [CH3:1][O:2][C:3](=[O:14])[C:4]1[CH:9]=[CH:8][C:7]([CH:10]=[O:11])=[C:6]([O:12][CH3:13])[CH:5]=1.O.CC(=CC)C.[O-:21]Cl=O.[Na+], predict the reaction product. The product is: [CH3:1][O:2][C:3](=[O:14])[C:4]1[CH:9]=[CH:8][C:7]([C:10]([OH:21])=[O:11])=[C:6]([O:12][CH3:13])[CH:5]=1. (3) The product is: [CH3:34][C:16]1[C:17]([C:18]2[S:19][C:20]([C:29]3[NH:33][CH:32]=[N:31][N:30]=3)=[C:21]([C:23]3[CH:28]=[CH:27][CH:26]=[CH:25][CH:24]=3)[N:22]=2)=[C:11]2[CH:10]=[C:9]([OH:8])[CH:14]=[CH:13][N:12]2[N:15]=1. Given the reactants C([O:8][C:9]1[CH:14]=[CH:13][N:12]2[N:15]=[C:16]([CH3:34])[C:17]([C:18]3[S:19][C:20]([C:29]4[NH:33][CH:32]=[N:31][N:30]=4)=[C:21]([C:23]4[CH:28]=[CH:27][CH:26]=[CH:25][CH:24]=4)[N:22]=3)=[C:11]2[CH:10]=1)C1C=CC=CC=1, predict the reaction product. (4) Given the reactants [CH:1]1([CH:7]([C:9]2[C:10]([O:25][CH:26]([CH3:28])[CH3:27])=[N:11][N:12]([C:14]3[CH:19]=[CH:18][C:17]([O:20][C:21]([F:24])([F:23])[F:22])=[CH:16][CH:15]=3)[CH:13]=2)O)[CH2:6][CH2:5][CH2:4][CH2:3][CH2:2]1.[NH2:29][C:30]1[CH:35]=[CH:34][C:33]([C:36]([NH:38][CH2:39][CH2:40][C:41]([O:43]CC)=[O:42])=[O:37])=[CH:32][CH:31]=1, predict the reaction product. The product is: [CH:1]1([CH:7]([NH:29][C:30]2[CH:31]=[CH:32][C:33]([C:36]([NH:38][CH2:39][CH2:40][C:41]([OH:43])=[O:42])=[O:37])=[CH:34][CH:35]=2)[C:9]2[C:10]([O:25][CH:26]([CH3:27])[CH3:28])=[N:11][N:12]([C:14]3[CH:19]=[CH:18][C:17]([O:20][C:21]([F:22])([F:23])[F:24])=[CH:16][CH:15]=3)[CH:13]=2)[CH2:2][CH2:3][CH2:4][CH2:5][CH2:6]1. (5) Given the reactants [I:1][C:2]1[C:10]2[CH2:9][CH2:8][C:7]([CH3:12])([CH3:11])[CH2:6][C:5]=2[NH:4][N:3]=1.C(N(CC)CC)C.[C:20](O[C:20]([O:22][C:23]([CH3:26])([CH3:25])[CH3:24])=[O:21])([O:22][C:23]([CH3:26])([CH3:25])[CH3:24])=[O:21], predict the reaction product. The product is: [I:1][C:2]1[C:10]2[CH2:9][CH2:8][C:7]([CH3:12])([CH3:11])[CH2:6][C:5]=2[N:4]([C:20]([O:22][C:23]([CH3:26])([CH3:25])[CH3:24])=[O:21])[N:3]=1. (6) Given the reactants [Si:1]([O:8][CH2:9][CH2:10][CH2:11][NH:12][C:13]([NH:15][NH:16][C:17](=O)[C:18]1[C:23]([NH:24][CH:25]([CH3:27])[CH3:26])=[CH:22][C:21]([Cl:28])=[N:20][CH:19]=1)=[O:14])([C:4]([CH3:7])([CH3:6])[CH3:5])([CH3:3])[CH3:2].C1(P(C2C=CC=CC=2)C2C=CC=CC=2)C=CC=CC=1.CCN(CC)CC.C(Cl)(Cl)(Cl)Cl, predict the reaction product. The product is: [Si:1]([O:8][CH2:9][CH2:10][CH2:11][NH:12][C:13]1[O:14][C:17]([C:18]2[CH:19]=[N:20][C:21]([Cl:28])=[CH:22][C:23]=2[NH:24][CH:25]([CH3:27])[CH3:26])=[N:16][N:15]=1)([C:4]([CH3:7])([CH3:5])[CH3:6])([CH3:2])[CH3:3]. (7) Given the reactants [C:1]([N:4]1[C@@H:8]([CH3:9])[C:7](=[O:10])OC1=O)(=[O:3])[CH3:2].[C:12]1([CH3:21])[CH:17]=[CH:16][C:15]([C@@H:18]([NH2:20])[CH3:19])=[CH:14][CH:13]=1.Cl, predict the reaction product. The product is: [C:12]1([CH3:21])[CH:17]=[CH:16][C:15]([C@@H:18]([NH:20][C:7](=[O:10])[C@H:8]([CH3:9])[NH:4][C:1](=[O:3])[CH3:2])[CH3:19])=[CH:14][CH:13]=1. (8) Given the reactants O1CCOC[CH2:2]1.Cl.[C:8]([C:10]1[CH:18]=[CH:17][C:13]([C:14]([OH:16])=[O:15])=[C:12]([F:19])[CH:11]=1)#[N:9], predict the reaction product. The product is: [C:8]([C:10]1[CH:18]=[CH:17][C:13]([C:14]([O:16][CH3:2])=[O:15])=[C:12]([F:19])[CH:11]=1)#[N:9]. (9) Given the reactants I[C:2]1[CH:3]=[C:4]([CH:9]=[CH:10][CH:11]=1)[C:5]([O:7][CH3:8])=[O:6].C([O-])([O-])=O.[Cs+].[Cs+].[NH:18]1[CH2:25]CC[C@H:19]1[C:20](O)=[O:21], predict the reaction product. The product is: [OH:21][CH:20]1[CH2:19][N:18]([C:2]2[CH:3]=[C:4]([CH:9]=[CH:10][CH:11]=2)[C:5]([O:7][CH3:8])=[O:6])[CH2:25]1.